From a dataset of Forward reaction prediction with 1.9M reactions from USPTO patents (1976-2016). Predict the product of the given reaction. (1) The product is: [C:24]([NH:23][C:20]1[S:21][CH:22]=[C:18]([CH2:17][C:16]([NH:15][C:13]2[S:14][C:10]([N:8]([CH2:7][CH2:6][CH2:5][OH:4])[CH3:9])=[CH:11][N:12]=2)=[O:27])[N:19]=1)(=[O:26])[CH3:25]. Given the reactants C([O:4][CH2:5][CH2:6][CH2:7][N:8]([C:10]1[S:14][C:13]([NH:15][C:16](=[O:27])[CH2:17][C:18]2[N:19]=[C:20]([NH:23][C:24](=[O:26])[CH3:25])[S:21][CH:22]=2)=[N:12][CH:11]=1)[CH3:9])(=O)C.[OH-].[Na+], predict the reaction product. (2) Given the reactants [C:1]1([S:7]([N:10]2[C:14]3=[N:15][CH:16]=[CH:17][CH:18]=[C:13]3[C:12]([CH2:19][C:20]3[CH:21]=[CH:22][C:23]([NH2:26])=[N:24][CH:25]=3)=[CH:11]2)(=[O:9])=[O:8])[CH:6]=[CH:5][CH:4]=[CH:3][CH:2]=1.[F:27][C:28]1[CH:29]=[C:30]([N:34]=[C:35]=[O:36])[CH:31]=[CH:32][CH:33]=1.C(N(CC)CC)C.O, predict the reaction product. The product is: [C:1]1([S:7]([N:10]2[C:14]3=[N:15][CH:16]=[CH:17][CH:18]=[C:13]3[C:12]([CH2:19][C:20]3[CH:21]=[CH:22][C:23]([NH:26][C:35]([NH:34][C:30]4[CH:31]=[CH:32][CH:33]=[C:28]([F:27])[CH:29]=4)=[O:36])=[N:24][CH:25]=3)=[CH:11]2)(=[O:9])=[O:8])[CH:6]=[CH:5][CH:4]=[CH:3][CH:2]=1. (3) Given the reactants [Cl:1][C:2]1[CH:7]=[CH:6][C:5]([Cl:8])=[CH:4][C:3]=1[CH:9]([N:11]1[CH2:16][CH2:15][N:14](C(OC(C)(C)C)=O)[CH2:13][CH2:12]1)[CH3:10].Cl, predict the reaction product. The product is: [ClH:1].[Cl:1][C:2]1[CH:7]=[CH:6][C:5]([Cl:8])=[CH:4][C:3]=1[CH:9]([N:11]1[CH2:12][CH2:13][NH:14][CH2:15][CH2:16]1)[CH3:10].